This data is from Blood-brain barrier permeability classification from the B3DB database. The task is: Regression/Classification. Given a drug SMILES string, predict its absorption, distribution, metabolism, or excretion properties. Task type varies by dataset: regression for continuous measurements (e.g., permeability, clearance, half-life) or binary classification for categorical outcomes (e.g., BBB penetration, CYP inhibition). Dataset: b3db_classification. (1) The compound is Cc1ccc2c(-c3ccccc3)nc(=O)n(C(C)C)c2c1. The result is 0 (does not penetrate BBB). (2) The compound is C[C@]12CC(=O)[C@H]3[C@@H](CC[C@H]4C[C@H](O)CC[C@@]43C)[C@@H]1CC[C@@H]2C(=O)CO. The result is 1 (penetrates BBB).